The task is: Predict the product of the given reaction.. This data is from Forward reaction prediction with 1.9M reactions from USPTO patents (1976-2016). (1) The product is: [Br:12][CH:9]([CH3:10])[C:8]([C:7]1[C:2]([F:1])=[N:3][CH:4]=[CH:5][CH:6]=1)=[O:11]. Given the reactants [F:1][C:2]1[C:7]([C:8](=[O:11])[CH2:9][CH3:10])=[CH:6][CH:5]=[CH:4][N:3]=1.[BrH:12].BrBr, predict the reaction product. (2) Given the reactants [Br:1][C:2]1[C:10]2[C:5](=[CH:6][C:7]([S:11](Cl)(=[O:13])=[O:12])=[CH:8][CH:9]=2)[N:4]([CH3:15])[CH:3]=1.[F:16][C:17]1[C:22]([OH:23])=[C:21]([F:24])[C:20]([F:25])=[C:19]([F:26])[C:18]=1[F:27].C(N(CC)CC)C, predict the reaction product. The product is: [Br:1][C:2]1[C:10]2[C:5](=[CH:6][C:7]([S:11]([O:23][C:22]3[C:21]([F:24])=[C:20]([F:25])[C:19]([F:26])=[C:18]([F:27])[C:17]=3[F:16])(=[O:13])=[O:12])=[CH:8][CH:9]=2)[N:4]([CH3:15])[CH:3]=1. (3) Given the reactants [C:1]([O:5][C:6]([C:8]1[N:9]([CH2:17][CH:18]([O:35]C(=O)C)[CH2:19][O:20][C:21]2[CH:26]=[CH:25][C:24]([CH2:27][CH2:28][CH2:29][CH2:30][CH2:31][CH2:32][CH2:33][CH3:34])=[CH:23][CH:22]=2)[C:10]2[C:15]([CH:16]=1)=[CH:14][CH:13]=[CH:12][CH:11]=2)=[O:7])([CH3:4])([CH3:3])[CH3:2].C[O-].[Na+], predict the reaction product. The product is: [C:1]([O:5][C:6]([C:8]1[N:9]([CH2:17][CH:18]([OH:35])[CH2:19][O:20][C:21]2[CH:26]=[CH:25][C:24]([CH2:27][CH2:28][CH2:29][CH2:30][CH2:31][CH2:32][CH2:33][CH3:34])=[CH:23][CH:22]=2)[C:10]2[C:15]([CH:16]=1)=[CH:14][CH:13]=[CH:12][CH:11]=2)=[O:7])([CH3:4])([CH3:3])[CH3:2]. (4) Given the reactants [OH:1][C:2]1[CH:3]=[C:4]([NH:11][C:12](=[O:14])[CH3:13])[CH:5]=[CH:6][C:7]=1[N+:8]([O-:10])=[O:9].[C:15](=O)([O-])[O-].[K+].[K+].CI.C(OCC)(=O)C, predict the reaction product. The product is: [CH3:15][O:1][C:2]1[CH:3]=[C:4]([NH:11][C:12](=[O:14])[CH3:13])[CH:5]=[CH:6][C:7]=1[N+:8]([O-:10])=[O:9]. (5) Given the reactants Cl[C:2]1[CH:7]=[C:6]([Cl:8])[N:5]=[C:4]([S:9][CH3:10])[N:3]=1.[Cl:11][C:12]1[CH:17]=[C:16]([O:18][CH3:19])[CH:15]=[CH:14][C:13]=1[OH:20].C([O-])([O-])=O.[K+].[K+].O, predict the reaction product. The product is: [Cl:8][C:6]1[N:5]=[C:4]([S:9][CH3:10])[N:3]=[C:2]([O:20][C:13]2[CH:14]=[CH:15][C:16]([O:18][CH3:19])=[CH:17][C:12]=2[Cl:11])[CH:7]=1. (6) Given the reactants [CH3:1][O:2][C:3]([CH:5]1[CH2:10][CH2:9][O:8][CH2:7][CH2:6]1)=[O:4].[OH-:11].[Na+:12], predict the reaction product. The product is: [CH3:1][O:2][C:3]([CH:5]1[CH2:10][CH2:9][O:8][CH2:7][CH2:6]1)=[O:4].[OH-:11].[Na+:12]. (7) Given the reactants [C:1]([O:5][C:6]([N:8]1[CH2:12][CH2:11][CH:10]([O:13][C:14]2[CH:19]=[CH:18][CH:17]=[CH:16][C:15]=2[N+:20]([O-])=O)[CH2:9]1)=[O:7])([CH3:4])([CH3:3])[CH3:2], predict the reaction product. The product is: [C:1]([O:5][C:6]([N:8]1[CH2:12][CH2:11][CH:10]([O:13][C:14]2[CH:19]=[CH:18][CH:17]=[CH:16][C:15]=2[NH2:20])[CH2:9]1)=[O:7])([CH3:4])([CH3:2])[CH3:3]. (8) Given the reactants [C:1]([O:5][C:6](=[O:14])[NH:7][C:8]1[C:9]([CH3:13])=[N:10][S:11][CH:12]=1)([CH3:4])([CH3:3])[CH3:2].[Li+].CC([N-]C(C)C)C.[C:23](=[O:25])=[O:24], predict the reaction product. The product is: [C:1]([O:5][C:6]([NH:7][C:8]1[C:9]([CH3:13])=[N:10][S:11][C:12]=1[C:23]([OH:25])=[O:24])=[O:14])([CH3:4])([CH3:3])[CH3:2]. (9) The product is: [CH:3]([O-:5])=[O:4].[CH:8]1([C@H:14]2[C:47](=[O:48])[N:46]3[CH2:49][C@@H:43]([CH2:44][C@H:45]3[C:50](=[O:67])[NH:51][C@:52]3([C:57](=[O:66])[NH:58][S:59]([C:62]4([CH3:65])[CH2:63][CH2:64]4)(=[O:61])=[O:60])[CH2:54][C@H:53]3[CH:55]=[CH2:56])[O:42][C:26]3=[N:27][C:28]4[CH:29]=[CH:30][CH:31]=[CH:32][C:33]=4[C:34]([O:35][CH:36]4[CH2:37][CH2:38][NH+:39]([CH2:85][C:86]([F:89])([F:88])[F:87])[CH2:40][CH2:41]4)=[C:25]3[CH2:24][CH2:23][CH2:22][CH2:21][CH2:20][C@@H:19]3[CH2:68][C@H:18]3[O:17][C:16](=[O:69])[NH:15]2)[CH2:13][CH2:12][CH2:11][CH2:10][CH2:9]1. Given the reactants FC(F)(F)[C:3]([O-:5])=[O:4].[CH:8]1([C@H:14]2[C:47](=[O:48])[N:46]3[CH2:49][C@@H:43]([CH2:44][C@H:45]3[C:50](=[O:67])[NH:51][C@:52]3([C:57](=[O:66])[NH:58][S:59]([C:62]4([CH3:65])[CH2:64][CH2:63]4)(=[O:61])=[O:60])[CH2:54][C@H:53]3[CH:55]=[CH2:56])[O:42][C:26]3=[N:27][C:28]4[CH:29]=[CH:30][CH:31]=[CH:32][C:33]=4[C:34]([O:35][CH:36]4[CH2:41][CH2:40][NH2+:39][CH2:38][CH2:37]4)=[C:25]3[CH2:24][CH2:23][CH2:22][CH2:21][CH2:20][C@@H:19]3[CH2:68][C@H:18]3[O:17][C:16](=[O:69])[NH:15]2)[CH2:13][CH2:12][CH2:11][CH2:10][CH2:9]1.CCN(C(C)C)C(C)C.FC(F)(F)S(O[CH2:85][C:86]([F:89])([F:88])[F:87])(=O)=O, predict the reaction product.